Dataset: Reaction yield outcomes from USPTO patents with 853,638 reactions. Task: Predict the reaction yield, written as a fraction of the theoretical maximum amount of product (1.0 means a 100% yield; for example, 0.34 means a 34% yield). (1) The reactants are Br[CH2:2][C:3]1[CH:10]=[CH:9][C:6]([CH:7]=[O:8])=[CH:5][CH:4]=1.BrCC1C=C(C=CC=1)C=O.[C:21]([O-:24])(=[S:23])[CH3:22].[K+].O. The catalyst is CC(C)=O. The product is [C:21]([S:23][CH2:2][C:3]1[CH:10]=[CH:9][C:6]([CH:7]=[O:8])=[CH:5][CH:4]=1)(=[O:24])[CH3:22]. The yield is 0.850. (2) The reactants are [F:1][C:2]1[C:7]([OH:8])=[CH:6][CH:5]=[CH:4][C:3]=1[C:9](=[O:11])[CH3:10].[CH3:12][Mg]Br.Cl. The catalyst is O1CCCC1.C(OCC)C. The product is [F:1][C:2]1[C:3]([C:9]([OH:11])([CH3:12])[CH3:10])=[CH:4][CH:5]=[CH:6][C:7]=1[OH:8]. The yield is 1.00. (3) The reactants are [CH3:1][O:2][C:3]1[N:8]=[C:7]2[NH:9][N:10]=[C:11]([C:12]([O:14][CH2:15][CH3:16])=[O:13])[C:6]2=[CH:5][N:4]=1.[I:17][C:18]1[CH:19]=[C:20](B(O)O)[CH:21]=[CH:22][CH:23]=1. No catalyst specified. The product is [I:17][C:18]1[CH:23]=[C:22]([N:9]2[C:7]3=[N:8][C:3]([O:2][CH3:1])=[N:4][CH:5]=[C:6]3[C:11]([C:12]([O:14][CH2:15][CH3:16])=[O:13])=[N:10]2)[CH:21]=[CH:20][CH:19]=1. The yield is 0.790. (4) The reactants are [F:1][C:2]1[CH:7]=[CH:6][CH:5]=[CH:4][C:3]=1[CH:8]([OH:25])[CH2:9][O:10][C:11]1[CH:24]=[CH:23][C:14]([CH2:15][CH:16]2[S:20][C:19](=[O:21])[NH:18][C:17]2=[O:22])=[CH:13][CH:12]=1.CS(C)=O.O=P12OP3(OP(OP(O3)(O1)=O)(=O)O2)=O.C(N(CC)CC)C. The catalyst is C(Cl)Cl.O. The product is [F:1][C:2]1[CH:7]=[CH:6][CH:5]=[CH:4][C:3]=1[C:8](=[O:25])[CH2:9][O:10][C:11]1[CH:24]=[CH:23][C:14]([CH2:15][CH:16]2[S:20][C:19](=[O:21])[NH:18][C:17]2=[O:22])=[CH:13][CH:12]=1. The yield is 0.660. (5) The reactants are [Cl:1][C:2]1[CH:10]=[C:6]([C:7]([O-])=[O:8])[C:5]([NH2:11])=[CH:4][CH:3]=1.[NH4+:12].[CH:13]([O-])([O-])OC. The catalyst is CO. The product is [Cl:1][C:2]1[CH:10]=[C:6]2[C:5](=[CH:4][CH:3]=1)[N:11]=[CH:13][NH:12][C:7]2=[O:8]. The yield is 0.940. (6) The reactants are C([O:8][C:9]1[N:10]=[N:11][C:12](/[CH:23]=[CH:24]/[C:25]2[CH:30]=[CH:29][C:28]([C:31]([F:34])([F:33])[F:32])=[C:27]([C:35]([F:38])([F:37])[F:36])[CH:26]=2)=[CH:13][C:14]=1[O:15]CC1C=CC=CC=1)C1C=CC=CC=1. The catalyst is C1COCC1.[Pd]. The product is [F:38][C:35]([F:36])([F:37])[C:27]1[CH:26]=[C:25]([CH2:24][CH2:23][C:12]2[CH:13]=[C:14]([OH:15])[C:9](=[O:8])[NH:10][N:11]=2)[CH:30]=[CH:29][C:28]=1[C:31]([F:32])([F:34])[F:33]. The yield is 0.260. (7) The reactants are Cl[C:2]1[N:3]=[N:4][C:5]([Cl:14])=[CH:6][C:7]=1[N:8]1[CH2:13][CH2:12][O:11][CH2:10][CH2:9]1.[O-:15][CH2:16][CH3:17].[Na+]. The catalyst is CCO. The product is [Cl:14][C:5]1[N:4]=[N:3][C:2]([O:15][CH2:16][CH3:17])=[C:7]([N:8]2[CH2:13][CH2:12][O:11][CH2:10][CH2:9]2)[CH:6]=1. The yield is 0.480. (8) The reactants are [Cl:1][C:2]1[N:10]([CH2:11][C:12]2[CH:17]=[CH:16][C:15]([Cl:18])=[CH:14][CH:13]=2)[C:9]2[C:8](=[O:19])[N:7]([CH3:20])[C:6](=[O:21])[NH:5][C:4]=2[N:3]=1.Br[CH2:23][C:24]1[CH:29]=[CH:28][CH:27]=[CH:26][CH:25]=1.C(=O)([O-])[O-].[K+].[K+]. The catalyst is CN(C=O)C.C(OCC)(=O)C.O. The product is [CH2:23]([N:5]1[C:4]2[N:3]=[C:2]([Cl:1])[N:10]([CH2:11][C:12]3[CH:13]=[CH:14][C:15]([Cl:18])=[CH:16][CH:17]=3)[C:9]=2[C:8](=[O:19])[N:7]([CH3:20])[C:6]1=[O:21])[C:24]1[CH:29]=[CH:28][CH:27]=[CH:26][CH:25]=1. The yield is 0.936.